This data is from NCI-60 drug combinations with 297,098 pairs across 59 cell lines. The task is: Regression. Given two drug SMILES strings and cell line genomic features, predict the synergy score measuring deviation from expected non-interaction effect. (1) Drug 1: CC(C)NC(=O)C1=CC=C(C=C1)CNNC.Cl. Drug 2: C1CN(P(=O)(OC1)NCCCl)CCCl. Cell line: MOLT-4. Synergy scores: CSS=6.26, Synergy_ZIP=-0.731, Synergy_Bliss=-0.214, Synergy_Loewe=-0.875, Synergy_HSA=-0.481. (2) Drug 1: CCC1=CC2CC(C3=C(CN(C2)C1)C4=CC=CC=C4N3)(C5=C(C=C6C(=C5)C78CCN9C7C(C=CC9)(C(C(C8N6C)(C(=O)OC)O)OC(=O)C)CC)OC)C(=O)OC.C(C(C(=O)O)O)(C(=O)O)O. Drug 2: CCN(CC)CCCC(C)NC1=C2C=C(C=CC2=NC3=C1C=CC(=C3)Cl)OC. Cell line: M14. Synergy scores: CSS=30.9, Synergy_ZIP=-1.37, Synergy_Bliss=2.06, Synergy_Loewe=-12.8, Synergy_HSA=2.36. (3) Drug 1: CC1=C(C=C(C=C1)C(=O)NC2=CC(=CC(=C2)C(F)(F)F)N3C=C(N=C3)C)NC4=NC=CC(=N4)C5=CN=CC=C5. Drug 2: C1=NNC2=C1C(=O)NC=N2. Cell line: DU-145. Synergy scores: CSS=0.773, Synergy_ZIP=-0.782, Synergy_Bliss=0.222, Synergy_Loewe=-2.52, Synergy_HSA=-2.12. (4) Drug 1: CN1CCC(CC1)COC2=C(C=C3C(=C2)N=CN=C3NC4=C(C=C(C=C4)Br)F)OC. Drug 2: CCC(=C(C1=CC=CC=C1)C2=CC=C(C=C2)OCCN(C)C)C3=CC=CC=C3.C(C(=O)O)C(CC(=O)O)(C(=O)O)O. Cell line: CAKI-1. Synergy scores: CSS=35.4, Synergy_ZIP=-11.1, Synergy_Bliss=-4.77, Synergy_Loewe=-4.76, Synergy_HSA=-1.05. (5) Drug 1: CN1CCC(CC1)COC2=C(C=C3C(=C2)N=CN=C3NC4=C(C=C(C=C4)Br)F)OC. Drug 2: CCN(CC)CCCC(C)NC1=C2C=C(C=CC2=NC3=C1C=CC(=C3)Cl)OC. Cell line: HCT116. Synergy scores: CSS=51.9, Synergy_ZIP=4.02, Synergy_Bliss=3.92, Synergy_Loewe=-3.94, Synergy_HSA=3.24. (6) Drug 1: CCN(CC)CCCC(C)NC1=C2C=C(C=CC2=NC3=C1C=CC(=C3)Cl)OC. Drug 2: C1CC(=O)NC(=O)C1N2C(=O)C3=CC=CC=C3C2=O. Cell line: RXF 393. Synergy scores: CSS=8.80, Synergy_ZIP=-2.29, Synergy_Bliss=-2.60, Synergy_Loewe=-13.4, Synergy_HSA=-4.28. (7) Drug 2: CN(C(=O)NC(C=O)C(C(C(CO)O)O)O)N=O. Drug 1: CC1=C(C=C(C=C1)C(=O)NC2=CC(=CC(=C2)C(F)(F)F)N3C=C(N=C3)C)NC4=NC=CC(=N4)C5=CN=CC=C5. Synergy scores: CSS=-0.988, Synergy_ZIP=3.08, Synergy_Bliss=4.82, Synergy_Loewe=3.22, Synergy_HSA=-0.996. Cell line: COLO 205.